Dataset: Forward reaction prediction with 1.9M reactions from USPTO patents (1976-2016). Task: Predict the product of the given reaction. (1) The product is: [F:6][C:7]1[CH:15]=[C:14]2[C:10]([C:11]([C:16]3[CH:31]=[CH:30][C:19]4[N:20]=[C:21]([CH2:23][NH:24][S:25]([CH2:28][CH2:29][N:1]5[CH2:5][CH2:4][CH2:3][CH2:2]5)(=[O:27])=[O:26])[O:22][C:18]=4[CH:17]=3)=[CH:12][NH:13]2)=[CH:9][CH:8]=1. Given the reactants [NH:1]1[CH2:5][CH2:4][CH2:3][CH2:2]1.[F:6][C:7]1[CH:15]=[C:14]2[C:10]([C:11]([C:16]3[CH:31]=[CH:30][C:19]4[N:20]=[C:21]([CH2:23][NH:24][S:25]([CH:28]=[CH2:29])(=[O:27])=[O:26])[O:22][C:18]=4[CH:17]=3)=[CH:12][NH:13]2)=[CH:9][CH:8]=1, predict the reaction product. (2) Given the reactants [CH2:1]([O:3][C:4]1[C:5](I)=[N:6][CH:7]=[CH:8][CH:9]=1)[CH3:2].Br[C:12]([F:19])([F:18])[C:13]([O:15][CH2:16][CH3:17])=[O:14].[Cl-].[NH4+], predict the reaction product. The product is: [CH2:1]([O:3][C:4]1[C:5]([C:12]([F:19])([F:18])[C:13]([O:15][CH2:16][CH3:17])=[O:14])=[N:6][CH:7]=[CH:8][CH:9]=1)[CH3:2].